Dataset: Forward reaction prediction with 1.9M reactions from USPTO patents (1976-2016). Task: Predict the product of the given reaction. (1) Given the reactants [Cl:1][C:2]1[N:7]=[CH:6][C:5]([CH2:8][NH2:9])=[CH:4][CH:3]=1.[F:10][CH:11]([F:14])[CH:12]=O.S([O-])([O-])(=O)=O.[Mg+2], predict the reaction product. The product is: [Cl:1][C:2]1[N:7]=[CH:6][C:5]([CH2:8]/[N:9]=[CH:12]/[CH:11]([F:14])[F:10])=[CH:4][CH:3]=1. (2) Given the reactants [CH2:1]([O:3][C:4]([C:6]1[O:7][C:8]2[CH:15]=[CH:14][CH:13]=[C:12]([CH2:16]O)[C:9]=2[C:10]=1[CH3:11])=[O:5])[CH3:2].C1(P(C2C=CC=CC=2)C2C=CC=CC=2)C=CC=CC=1.C(Br)(Br)(Br)[Br:38], predict the reaction product. The product is: [CH2:1]([O:3][C:4]([C:6]1[O:7][C:8]2[CH:15]=[CH:14][CH:13]=[C:12]([CH2:16][Br:38])[C:9]=2[C:10]=1[CH3:11])=[O:5])[CH3:2]. (3) The product is: [S:29]1[CH2:30][CH2:31][N:32]=[C:28]1[C:26]1[NH:27][C:23]([C:8]2[CH:7]=[C:6]([CH:11]=[C:10]([O:12][C:13]3[CH:18]=[CH:17][C:16]([S:19]([CH3:22])(=[O:21])=[O:20])=[CH:15][CH:14]=3)[CH:9]=2)[O:5][C@@H:4]([CH3:33])[CH2:3][OH:2])=[CH:24][CH:25]=1. Given the reactants C[O:2][CH2:3][C@H:4]([CH3:33])[O:5][C:6]1[CH:7]=[C:8]([C:23]2[NH:27][C:26]([C:28]3[S:29][CH2:30][CH2:31][N:32]=3)=[CH:25][CH:24]=2)[CH:9]=[C:10]([O:12][C:13]2[CH:18]=[CH:17][C:16]([S:19]([CH3:22])(=[O:21])=[O:20])=[CH:15][CH:14]=2)[CH:11]=1.ClCCl.B(Br)(Br)Br.C(=O)([O-])O.[Na+], predict the reaction product. (4) Given the reactants I[C:2]1[N:7]=[C:6]([CH3:8])[C:5]([O:9][CH2:10][O:11][CH3:12])=[CH:4][CH:3]=1.[CH3:13][OH:14], predict the reaction product. The product is: [CH3:13][O:14][C:2]1[N:7]=[C:6]([CH3:8])[C:5]([O:9][CH2:10][O:11][CH3:12])=[CH:4][CH:3]=1.